This data is from Full USPTO retrosynthesis dataset with 1.9M reactions from patents (1976-2016). The task is: Predict the reactants needed to synthesize the given product. (1) The reactants are: FC1C=C(C=CC=1)C[O:6][C:7](=[O:25])[CH:8]=[CH:9][C:10]1[CH:15]=[CH:14][C:13]([O:16][CH2:17][C:18]2[CH:23]=[CH:22][CH:21]=[C:20]([F:24])[CH:19]=2)=[CH:12][CH:11]=1.[OH-].[Na+].Cl. Given the product [F:24][C:20]1[CH:19]=[C:18]([CH:23]=[CH:22][CH:21]=1)[CH2:17][O:16][C:13]1[CH:12]=[CH:11][C:10]([CH:9]=[CH:8][C:7]([OH:25])=[O:6])=[CH:15][CH:14]=1, predict the reactants needed to synthesize it. (2) Given the product [F:1][C:2]1[CH:9]=[CH:8][C:5]([CH2:6][CH:13]([C:14]([CH3:16])=[O:15])[C:12]([O:18][CH3:19])=[O:17])=[CH:4][CH:3]=1, predict the reactants needed to synthesize it. The reactants are: [F:1][C:2]1[CH:9]=[CH:8][C:5]([CH2:6]Br)=[CH:4][CH:3]=1.[Cl-].[Li+].[C:12]([O:18][CH3:19])(=[O:17])[CH2:13][C:14]([CH3:16])=[O:15].C(N(C(C)C)CC)(C)C. (3) Given the product [CH3:1][O:2][C@@H:3]1[C@H:6]([O:7][CH3:8])[C@@H:9]([O:10][CH3:11])[C@H:12]([CH3:14])[O:13][C@H:4]1[O:5][N:16]1[C:20](=[O:21])[CH2:19][CH2:18][C:17]1=[O:22], predict the reactants needed to synthesize it. The reactants are: [CH3:1][O:2][C@H:3]([C@@H:6]([C@H:9]([C@H:12]([CH3:14])[OH:13])[O:10][CH3:11])[O:7][CH3:8])[CH:4]=[O:5].O[N:16]1[C:20](=[O:21])[CH2:19][CH2:18][C:17]1=[O:22].C1(C)C=CC(S(O)(=O)=O)=CC=1. (4) Given the product [CH3:33][CH:32]([CH3:34])[CH2:31][C:30]1[N:26]=[C:25]([CH:11]2[CH2:12][CH:13]([C:15]3[CH:20]=[CH:19][C:18]([C:21]([F:22])([F:23])[F:24])=[CH:17][CH:16]=3)[CH2:14][N:9]([C:7]([N:1]3[CH2:6][CH2:5][O:4][CH2:3][CH2:2]3)=[O:8])[CH2:10]2)[S:27][CH:29]=1, predict the reactants needed to synthesize it. The reactants are: [N:1]1([C:7]([N:9]2[CH2:14][CH:13]([C:15]3[CH:20]=[CH:19][C:18]([C:21]([F:24])([F:23])[F:22])=[CH:17][CH:16]=3)[CH2:12][CH:11]([C:25](=[S:27])[NH2:26])[CH2:10]2)=[O:8])[CH2:6][CH2:5][O:4][CH2:3][CH2:2]1.Br[CH2:29][C:30](=O)[CH2:31][CH:32]([CH3:34])[CH3:33].